Predict which catalyst facilitates the given reaction. From a dataset of Catalyst prediction with 721,799 reactions and 888 catalyst types from USPTO. (1) Reactant: C[Si]([N-][Si](C)(C)C)(C)C.[Li+].[CH3:11][C:12]1[CH:17]=[CH:16][C:15]([S:18]([N:21]2[CH:25]=[CH:24][N:23]=[C:22]2[C:26](=[O:28])[CH3:27])(=[O:20])=[O:19])=[CH:14][CH:13]=1.[C:29](OCC)(=[O:35])[C:30]([O:32][CH2:33][CH3:34])=[O:31].C(OCC)C. Product: [CH2:33]([O:32][C:30](=[O:31])[C:29](=[O:35])[CH2:27][C:26]([C:22]1[N:21]([S:18]([C:15]2[CH:16]=[CH:17][C:12]([CH3:11])=[CH:13][CH:14]=2)(=[O:20])=[O:19])[CH:25]=[CH:24][N:23]=1)=[O:28])[CH3:34]. The catalyst class is: 30. (2) Reactant: [F:1][C:2]([F:6])([F:5])[CH2:3][OH:4].CC(C)([O-])C.[K+].Cl[C:14]1[N:15]=[CH:16][C:17]([C:20]([O:22][C:23]([CH3:26])([CH3:25])[CH3:24])=[O:21])=[N:18][CH:19]=1. Product: [F:1][C:2]([F:6])([F:5])[CH2:3][O:4][C:14]1[N:15]=[CH:16][C:17]([C:20]([O:22][C:23]([CH3:26])([CH3:25])[CH3:24])=[O:21])=[N:18][CH:19]=1. The catalyst class is: 1. (3) Reactant: Br[C:2]1[CH:3]=[C:4]([N:8]2[C:16]3[CH:15]=[CH:14][C:13]([CH3:17])=[CH:12][C:11]=3[C:10]3[CH2:18][N:19]([CH3:22])[CH2:20][CH2:21][C:9]2=3)[CH:5]=[CH:6][CH:7]=1.[CH3:23][N:24]1[C:32]2[C:27](=[CH:28][C:29](B3OC(C)(C)C(C)(C)O3)=[CH:30][CH:31]=2)[CH:26]=[CH:25]1.C([O-])([O-])=O.[K+].[K+].O. Product: [CH3:22][N:19]1[CH2:20][CH2:21][C:9]2[N:8]([C:4]3[CH:5]=[CH:6][CH:7]=[C:2]([C:29]4[CH:28]=[C:27]5[C:32](=[CH:31][CH:30]=4)[N:24]([CH3:23])[CH:25]=[CH:26]5)[CH:3]=3)[C:16]3[CH:15]=[CH:14][C:13]([CH3:17])=[CH:12][C:11]=3[C:10]=2[CH2:18]1. The catalyst class is: 104.